The task is: Predict the reactants needed to synthesize the given product.. This data is from Full USPTO retrosynthesis dataset with 1.9M reactions from patents (1976-2016). (1) The reactants are: [CH3:1][O:2][C:3]1[CH:4]=[C:5]([CH:9]2[CH2:13][CH2:12][CH2:11][NH:10]2)[CH:6]=[CH:7][CH:8]=1.[OH:14][CH:15]([C:19]1[CH:24]=[CH:23][C:22]([Br:25])=[CH:21][CH:20]=1)[C:16](O)=[O:17]. Given the product [Br:25][C:22]1[CH:21]=[CH:20][C:19]([CH:15]([OH:14])[C:16]([N:10]2[CH2:11][CH2:12][CH2:13][CH:9]2[C:5]2[CH:6]=[CH:7][CH:8]=[C:3]([O:2][CH3:1])[CH:4]=2)=[O:17])=[CH:24][CH:23]=1, predict the reactants needed to synthesize it. (2) Given the product [N:12]1[CH:13]=[CH:14][CH:15]=[CH:16][C:11]=1[NH:10][C:9](=[O:17])[CH2:8][NH:7][CH:18]1[CH2:23][CH2:22][N:21]([CH2:24][CH2:25][N:26]2[C:35]3[C:30](=[CH:31][CH:32]=[C:33]([O:36][CH3:37])[CH:34]=3)[C:29]([CH3:38])=[CH:28][C:27]2=[O:39])[CH2:20][CH2:19]1, predict the reactants needed to synthesize it. The reactants are: C(OC(=O)[N:7]([CH:18]1[CH2:23][CH2:22][N:21]([CH2:24][CH2:25][N:26]2[C:35]3[C:30](=[CH:31][CH:32]=[C:33]([O:36][CH3:37])[CH:34]=3)[C:29]([CH3:38])=[CH:28][C:27]2=[O:39])[CH2:20][CH2:19]1)[CH2:8][C:9](=[O:17])[NH:10][C:11]1[CH:16]=[CH:15][CH:14]=[CH:13][N:12]=1)(C)(C)C.FC(F)(F)C(O)=O. (3) Given the product [CH3:27][O:26][N:25]([CH3:24])[C:15](=[O:17])/[CH:14]=[C:13](/[C:10]1[CH:9]=[CH:8][C:7]([O:6][CH2:5][CH2:4][CH2:3][C:2]([F:1])([F:21])[F:22])=[CH:12][CH:11]=1)\[CH3:20], predict the reactants needed to synthesize it. The reactants are: [F:1][C:2]([F:22])([F:21])[CH2:3][CH2:4][CH2:5][O:6][C:7]1[CH:12]=[CH:11][C:10](/[C:13](/[CH3:20])=[CH:14]/[C:15]([O:17]CC)=O)=[CH:9][CH:8]=1.Cl.[CH3:24][NH:25][O:26][CH3:27].C(Cl)(Cl)Cl.C(=O)=O.C([Mg]Cl)(C)C.[NH4+].[Cl-].